The task is: Predict which catalyst facilitates the given reaction.. This data is from Catalyst prediction with 721,799 reactions and 888 catalyst types from USPTO. (1) Reactant: [Br:1][C:2]1[CH:7]=[CH:6][C:5]([OH:8])=[CH:4][C:3]=1[O:9][CH3:10].Br[CH2:12][CH2:13][CH3:14].C([O-])([O-])=O.[K+].[K+]. Product: [Br:1][C:2]1[CH:7]=[CH:6][C:5]([O:8][CH2:12][CH2:13][CH3:14])=[CH:4][C:3]=1[O:9][CH3:10]. The catalyst class is: 18. (2) Reactant: [C:1]([NH:4][C:5]1[CH:6]=[C:7]2[C:12](=[O:13])[N:11]([CH:14]([C:19]3[CH:24]=[CH:23][C:22]([O:25][CH3:26])=[C:21]([O:27][CH:28]4[CH2:32][CH2:31][CH2:30][CH2:29]4)[CH:20]=3)[CH2:15][C:16]([OH:18])=O)[C:9](=[O:10])[C:8]2=[CH:33][CH:34]=1)(=[O:3])[CH3:2].C(N1C=CN=C1)(N1C=CN=C1)=O.Cl.[NH2:48][OH:49]. Product: [C:1]([NH:4][C:5]1[CH:6]=[C:7]2[C:12](=[O:13])[N:11]([CH:14]([C:19]3[CH:24]=[CH:23][C:22]([O:25][CH3:26])=[C:21]([O:27][CH:28]4[CH2:29][CH2:30][CH2:31][CH2:32]4)[CH:20]=3)[CH2:15][C:16]([NH:48][OH:49])=[O:18])[C:9](=[O:10])[C:8]2=[CH:33][CH:34]=1)(=[O:3])[CH3:2]. The catalyst class is: 7. (3) Reactant: [CH2:1]([O:8][C:9]1[C:10]([O:30][CH3:31])=[CH:11][C:12]2[CH2:21][CH:20]([CH3:22])[N:19]3[C:14](=[CH:15][C:16](=[O:28])[C:17]([C:23]([O:25]CC)=[O:24])=[CH:18]3)[C:13]=2[CH:29]=1)[C:2]1[CH:7]=[CH:6][CH:5]=[CH:4][CH:3]=1.[OH-].[Na+].Cl. Product: [CH2:1]([O:8][C:9]1[C:10]([O:30][CH3:31])=[CH:11][C:12]2[CH2:21][CH:20]([CH3:22])[N:19]3[C:14](=[CH:15][C:16](=[O:28])[C:17]([C:23]([OH:25])=[O:24])=[CH:18]3)[C:13]=2[CH:29]=1)[C:2]1[CH:7]=[CH:6][CH:5]=[CH:4][CH:3]=1. The catalyst class is: 1.